This data is from Forward reaction prediction with 1.9M reactions from USPTO patents (1976-2016). The task is: Predict the product of the given reaction. (1) Given the reactants Cl.Cl[C:3]1[N:8]=[CH:7][N:6]=[C:5]([N:9]2[C:13](=[O:14])[C:12]([N:15]3[CH:19]=[CH:18][N:17]=[CH:16]3)=[CH:11][NH:10]2)[CH:4]=1.Cl.[F:21][C:22]1([F:28])[CH2:27][CH2:26][NH:25][CH2:24][CH2:23]1.C(N(C(C)C)C(C)C)C, predict the reaction product. The product is: [F:21][C:22]1([F:28])[CH2:27][CH2:26][N:25]([C:3]2[N:8]=[CH:7][N:6]=[C:5]([N:9]3[C:13](=[O:14])[C:12]([N:15]4[CH:19]=[CH:18][N:17]=[CH:16]4)=[CH:11][NH:10]3)[CH:4]=2)[CH2:24][CH2:23]1. (2) Given the reactants [C:1]1([CH3:7])[CH:6]=[CH:5][CH:4]=[CH:3][CH:2]=1.C[Zn]C.[C:11](O[C:11](=[O:14])[CH2:12][CH3:13])(=[O:14])[CH2:12][CH3:13].[C:20]1(=[O:35])[CH2:34]CCCCCC[CH2:27][CH2:26][CH2:25][CH2:24][CH2:23][CH:22]=[CH:21]1, predict the reaction product. The product is: [C:11]([O:34][C:20]1[CH2:21][CH2:22][CH2:23][CH2:24][CH2:25][CH2:26][CH2:27][CH2:2][CH2:3][CH2:4][CH2:5][CH2:6][C@@H:1]([CH3:7])[CH:35]=1)(=[O:14])[CH2:12][CH3:13]. (3) Given the reactants [C:1]1([C@H:7]2[NH:12][CH2:11][C:10](=[O:13])[O:9][C@H:8]2[C:14]2[CH:19]=[CH:18][CH:17]=[CH:16][CH:15]=2)[CH:6]=[CH:5][CH:4]=[CH:3][CH:2]=1.[CH3:20][C:21]1([CH3:28])[CH2:26][CH2:25][C:24](=O)[CH2:23][CH2:22]1.[Cl:29][C:30]1[CH:38]=[C:37]2[C:33]([C:34](=[CH:40][C:41]3[CH:46]=[CH:45][CH:44]=[C:43]([Cl:47])[C:42]=3[F:48])[C:35](=[O:39])[NH:36]2)=[CH:32][CH:31]=1, predict the reaction product. The product is: [Cl:29][C:30]1[CH:38]=[C:37]2[C:33]([C@@:34]3([C:24]4([CH2:25][CH2:26][C:21]([CH3:28])([CH3:20])[CH2:22][CH2:23]4)[N:12]4[C@@H:11]([C:10](=[O:13])[O:9][C@@H:8]([C:14]5[CH:15]=[CH:16][CH:17]=[CH:18][CH:19]=5)[C@H:7]4[C:1]4[CH:6]=[CH:5][CH:4]=[CH:3][CH:2]=4)[C@@H:40]3[C:41]3[CH:46]=[CH:45][CH:44]=[C:43]([Cl:47])[C:42]=3[F:48])[C:35](=[O:39])[NH:36]2)=[CH:32][CH:31]=1. (4) Given the reactants [NH2:1][N:2]1[CH2:7][CH2:6][O:5][CH2:4][CH2:3]1.[CH3:8][C:9]1[CH:14]=[CH:13][C:12]([C:15]2[N:16]=[C:17]([C:28](O)=[O:29])[N:18]([CH3:27])[C:19]=2[C:20]2[CH:25]=[CH:24][C:23]([CH3:26])=[CH:22][CH:21]=2)=[CH:11][CH:10]=1, predict the reaction product. The product is: [N:2]1([NH:1][C:28]([C:17]2[N:18]([CH3:27])[C:19]([C:20]3[CH:25]=[CH:24][C:23]([CH3:26])=[CH:22][CH:21]=3)=[C:15]([C:12]3[CH:11]=[CH:10][C:9]([CH3:8])=[CH:14][CH:13]=3)[N:16]=2)=[O:29])[CH2:7][CH2:6][O:5][CH2:4][CH2:3]1.